From a dataset of Full USPTO retrosynthesis dataset with 1.9M reactions from patents (1976-2016). Predict the reactants needed to synthesize the given product. (1) Given the product [O:1]([CH2:8][CH2:9][C:10]1[CH:11]=[CH:12][C:13]([CH2:14][O:16][C:26]([NH:25][CH:28]([CH2:32][C:33]2[CH:38]=[CH:37][CH:36]=[CH:35][CH:34]=2)[C:29]([OH:31])=[O:30])=[O:27])=[CH:17][CH:18]=1)[C:2]1[CH:3]=[CH:4][CH:5]=[CH:6][CH:7]=1, predict the reactants needed to synthesize it. The reactants are: [O:1]([CH2:8][CH2:9][C:10]1[CH:18]=[CH:17][C:13]([C:14]([OH:16])=O)=[CH:12][CH:11]=1)[C:2]1[CH:7]=[CH:6][CH:5]=[CH:4][CH:3]=1.[H-].[H-].[H-].[H-].[Li+].[Al+3].[N:25]([C@H:28]([CH2:32][C:33]1[CH:38]=[CH:37][CH:36]=[CH:35][CH:34]=1)[C:29]([O-:31])=[O:30])=[C:26]=[O:27].[N-]=C=O.COC(=O)[C@H](CC1C=CC=CC=1)N. (2) Given the product [CH3:19][S:20]([O:1][CH:2]1[CH2:5][N:4]([C:6]([O:8][CH2:9][C:10]2[CH:15]=[CH:14][C:13]([N+:16]([O-:18])=[O:17])=[CH:12][CH:11]=2)=[O:7])[CH2:3]1)(=[O:22])=[O:21], predict the reactants needed to synthesize it. The reactants are: [OH:1][CH:2]1[CH2:5][N:4]([C:6]([O:8][CH2:9][C:10]2[CH:15]=[CH:14][C:13]([N+:16]([O-:18])=[O:17])=[CH:12][CH:11]=2)=[O:7])[CH2:3]1.[CH3:19][S:20](Cl)(=[O:22])=[O:21].C(N(CC)CC)C. (3) The reactants are: C(OC([NH:8][CH2:9][C@@:10]1([CH2:19][C:20]([O:22]C(C)(C)C)=[O:21])[CH2:16][C@H:15]2[C@@H:11]1[C:12]([CH3:18])=[C:13]([CH3:17])[CH2:14]2)=O)(C)(C)C.O.[C:28]1([CH3:38])[CH:33]=[CH:32][C:31]([S:34]([OH:37])(=[O:36])=[O:35])=[CH:30][CH:29]=1. Given the product [C:28]1([CH3:38])[CH:29]=[CH:30][C:31]([S:34]([OH:37])(=[O:35])=[O:36])=[CH:32][CH:33]=1.[NH2:8][CH2:9][C@@:10]1([CH2:19][C:20]([OH:22])=[O:21])[CH2:16][C@H:15]2[C@@H:11]1[C:12]([CH3:18])=[C:13]([CH3:17])[CH2:14]2, predict the reactants needed to synthesize it. (4) Given the product [CH:39]1[C:40]2[C:35](=[CH:34][C:33]3[C:42]([C:41]=2[CH2:43][NH:24][C:20]2[CH:21]=[CH:22][CH:23]=[C:18]([C:17]4[C:16]5[C:11](=[C:12]([C:25]([F:28])([F:26])[F:27])[CH:13]=[CH:14][CH:15]=5)[N:10]=[CH:9][C:8]=4[CH2:1][C:2]4[CH:3]=[CH:4][CH:5]=[CH:6][CH:7]=4)[CH:19]=2)=[CH:29][CH:30]=[CH:31][CH:32]=3)[CH:36]=[CH:37][CH:38]=1, predict the reactants needed to synthesize it. The reactants are: [CH2:1]([C:8]1[CH:9]=[N:10][C:11]2[C:16]([C:17]=1[C:18]1[CH:19]=[C:20]([NH2:24])[CH:21]=[CH:22][CH:23]=1)=[CH:15][CH:14]=[CH:13][C:12]=2[C:25]([F:28])([F:27])[F:26])[C:2]1[CH:7]=[CH:6][CH:5]=[CH:4][CH:3]=1.[CH:29]1[C:42]2[C:33](=[CH:34][C:35]3[C:40]([C:41]=2[CH:43]=O)=[CH:39][CH:38]=[CH:37][CH:36]=3)[CH:32]=[CH:31][CH:30]=1.